Task: Predict the product of the given reaction.. Dataset: Forward reaction prediction with 1.9M reactions from USPTO patents (1976-2016) Given the reactants Cl.[NH2:2][C@H:3]1[CH2:8][CH2:7][C@H:6]([C:9]([OH:11])=[O:10])[CH2:5][CH2:4]1.[O:12](C(OC(C)(C)C)=O)[C:13]([O:15][C:16]([CH3:19])([CH3:18])[CH3:17])=O.[CH3:27][CH2:28]O, predict the reaction product. The product is: [C:16]([O:15][C:13]([NH:2][C@H:3]1[CH2:8][CH2:7][C@H:6]([C:9]([O:11][CH2:27][CH3:28])=[O:10])[CH2:5][CH2:4]1)=[O:12])([CH3:19])([CH3:18])[CH3:17].